Task: Predict the reactants needed to synthesize the given product.. Dataset: Full USPTO retrosynthesis dataset with 1.9M reactions from patents (1976-2016) (1) Given the product [F:34][C:27]1[CH:28]=[CH:29][C:30]([C:32]#[N:33])=[CH:31][C:26]=1[C:24]1[CH2:23][C:22](=[O:35])[NH:21][C:9]2[CH:10]=[C:11]([C:14]3[CH:19]=[CH:18][CH:17]=[CH:16][C:15]=3[F:20])[CH:12]=[CH:13][C:8]=2[N:7]=1, predict the reactants needed to synthesize it. The reactants are: C(OC(=O)[NH:7][C:8]1[CH:13]=[CH:12][C:11]([C:14]2[CH:19]=[CH:18][CH:17]=[CH:16][C:15]=2[F:20])=[CH:10][C:9]=1[NH:21][C:22](=[O:35])[CH2:23][C:24]([C:26]1[CH:31]=[C:30]([C:32]#[N:33])[CH:29]=[CH:28][C:27]=1[F:34])=O)(C)(C)C.C(O)(C(F)(F)F)=O. (2) Given the product [C:1]1([S:7]([N:10]2[C:18]3[C:13](=[CH:14][CH:15]=[CH:16][CH:17]=3)[C:12]([C:19]([N:32]3[CH2:33][CH2:34][N:29]([CH3:28])[CH2:30][CH2:31]3)=[O:20])=[CH:11]2)(=[O:9])=[O:8])[CH:2]=[CH:3][CH:4]=[CH:5][CH:6]=1, predict the reactants needed to synthesize it. The reactants are: [C:1]1([S:7]([N:10]2[C:18]3[C:13](=[CH:14][CH:15]=[CH:16][CH:17]=3)[C:12]([C:19](O)=[O:20])=[CH:11]2)(=[O:9])=[O:8])[CH:6]=[CH:5][CH:4]=[CH:3][CH:2]=1.C(Cl)(=O)C(Cl)=O.[CH3:28][N:29]1[CH2:34][CH2:33][NH:32][CH2:31][CH2:30]1. (3) The reactants are: [CH3:1][O:2][C:3]1[CH:4]=[C:5]([SH:11])[CH:6]=[CH:7][C:8]=1[O:9][CH3:10].Cl[CH2:13][C:14]#[N:15].C([O-])([O-])=O.[K+].[K+].CCOC(C)=O. Given the product [CH3:1][O:2][C:3]1[CH:4]=[C:5]([S:11][CH2:13][C:14]#[N:15])[CH:6]=[CH:7][C:8]=1[O:9][CH3:10], predict the reactants needed to synthesize it. (4) Given the product [ClH:25].[Cl:25][C:8]1[CH:9]=[CH:10][C:11]2[CH2:12][CH2:13][NH:14][CH2:15][CH2:16][C:17]=2[C:7]=1[S:6][CH2:5][C:4]1[CH:26]=[CH:27][C:28]([Cl:29])=[C:2]([N:30]2[CH2:34][CH2:33][CH2:32][CH2:31]2)[CH:3]=1, predict the reactants needed to synthesize it. The reactants are: Br[C:2]1[CH:3]=[C:4]([CH:26]=[CH:27][C:28]=1[Cl:29])[CH2:5][S:6][C:7]1[C:17]2[CH2:16][CH2:15][N:14](C(OC(C)(C)C)=O)[CH2:13][CH2:12][C:11]=2[CH:10]=[CH:9][C:8]=1[Cl:25].[NH:30]1[CH2:34][CH2:33][CH2:32][CH2:31]1. (5) Given the product [ClH:38].[N:80]1[CH:81]=[CH:82][C:85]([NH:84][C:89](=[O:91])[NH:1][C:2]2[CH:3]=[CH:4][C:5]([C:8]3[N:13]=[C:12]4[N:14]([CH2:17][C:18]([F:20])([F:21])[F:19])[N:15]=[CH:16][C:11]4=[C:10]([N:22]4[CH2:29][CH:28]5[O:30][CH:24]([CH2:25][N:26]([C:31]([O:33][C:34]([CH3:37])([CH3:36])[CH3:35])=[O:32])[CH2:27]5)[CH2:23]4)[N:9]=3)=[CH:6][CH:7]=2)=[CH:86][CH:87]=1, predict the reactants needed to synthesize it. The reactants are: [NH2:1][C:2]1[CH:7]=[CH:6][C:5]([C:8]2[N:13]=[C:12]3[N:14]([CH2:17][C:18]([F:21])([F:20])[F:19])[N:15]=[CH:16][C:11]3=[C:10]([N:22]3[CH2:29][CH:28]4[O:30][CH:24]([CH2:25][N:26]([C:31]([O:33][C:34]([CH3:37])([CH3:36])[CH3:35])=[O:32])[CH2:27]4)[CH2:23]3)[N:9]=2)=[CH:4][CH:3]=1.[Cl:38]C(Cl)(OC(=O)OC(Cl)(Cl)Cl)Cl.NC1C=CN=CC=1.N(C1C=CC(C2N=C3N(CC(F)(F)F)N=CC3=C([N:80]3[CH2:87][CH:86]4O[CH:82](C[N:84]([C:89]([O:91]C(C)(C)C)=O)[CH2:85]4)[CH2:81]3)N=2)=CC=1)=C=O. (6) Given the product [Cl:1][C:2]1[CH:7]=[C:6]([Cl:8])[CH:5]=[CH:4][C:3]=1[C@@:9]1([CH2:32][N:33]2[CH:37]=[CH:36][N:35]=[CH:34]2)[O:13][C@H:12]([CH2:14][O:15][C:16]2[CH:21]=[CH:20][C:19]([N:22]3[CH2:27][CH2:26][N:25]([S:28]([CH2:31][CH2:40][C:39]([F:47])([F:46])[F:38])(=[O:30])=[O:29])[CH2:24][CH2:23]3)=[CH:18][CH:17]=2)[CH2:11][O:10]1, predict the reactants needed to synthesize it. The reactants are: [Cl:1][C:2]1[CH:7]=[C:6]([Cl:8])[CH:5]=[CH:4][C:3]=1[C@@:9]1([CH2:32][N:33]2[CH:37]=[CH:36][N:35]=[CH:34]2)[O:13][C@H:12]([CH2:14][O:15][C:16]2[CH:21]=[CH:20][C:19]([N:22]3[CH2:27][CH2:26][N:25]([S:28]([CH3:31])(=[O:30])=[O:29])[CH2:24][CH2:23]3)=[CH:18][CH:17]=2)[CH2:11][O:10]1.[F:38][C:39]([F:47])([F:46])[CH2:40]CS(Cl)(=O)=O.CS(Cl)(=O)=O. (7) The reactants are: [C:1]([O:5][C:6]([N:8]1[CH2:16][C:15]2[C:10](=[CH:11][CH:12]=[C:13]([CH:17]=[C:18]([F:20])[F:19])[CH:14]=2)[CH2:9]1)=[O:7])([CH3:4])([CH3:3])[CH3:2].[F-:21].[K+]. Given the product [C:1]([O:5][C:6]([N:8]1[CH2:16][C:15]2[C:10](=[CH:11][CH:12]=[C:13]([CH2:17][C:18]([F:21])([F:20])[F:19])[CH:14]=2)[CH2:9]1)=[O:7])([CH3:4])([CH3:2])[CH3:3], predict the reactants needed to synthesize it. (8) Given the product [F:1][C:2]1[CH:7]=[CH:6][C:5]([NH:8][S:9]([CH2:12][CH2:13][CH3:14])(=[O:11])=[O:10])=[CH:4][C:3]=1[CH:15]=[O:16], predict the reactants needed to synthesize it. The reactants are: [F:1][C:2]1[CH:7]=[CH:6][C:5]([NH:8][S:9]([CH2:12][CH2:13][CH3:14])(=[O:11])=[O:10])=[CH:4][C:3]=1[CH2:15][OH:16].CC(OI1(OC(C)=O)(OC(C)=O)OC(=O)C2C=CC=CC1=2)=O.O.